Task: Predict the reactants needed to synthesize the given product.. Dataset: Full USPTO retrosynthesis dataset with 1.9M reactions from patents (1976-2016) (1) Given the product [CH3:1][C:2]1[NH:16][C:6]2[C:7]([C:3]=1[CH3:4])=[CH:8][CH:9]=[C:10]1[CH:11]=[CH:12][CH:13]=[CH:14][C:15]=21, predict the reactants needed to synthesize it. The reactants are: [CH3:1][CH:2](O)[C:3]#[CH:4].[C:6]1([NH2:16])[C:15]2[C:10](=[CH:11][CH:12]=[CH:13][CH:14]=2)[CH:9]=[CH:8][CH:7]=1.C(O)CO. (2) Given the product [OH:17][C:1]1[CH:6]=[C:5]([CH:4]=[CH:3][CH:2]=1)[CH:7]=[O:8], predict the reactants needed to synthesize it. The reactants are: [CH:1]1[CH2:6][CH2:5][CH2:4][CH2:3][CH:2]=1.[C:7]([O-])([O-])=[O:8].[K+].[K+].CN(C=[O:17])C. (3) The reactants are: [NH2:1][C:2]([NH:4][C:5]1[C:6]([C:18]([NH2:20])=[O:19])=[N:7][N:8]([C:10]2[CH:15]=[CH:14][C:13](I)=[C:12]([CH3:17])[CH:11]=2)[CH:9]=1)=[O:3].[OH:21][C:22]1[CH:27]=[CH:26][CH:25]=[CH:24][C:23]=1B(O)O.C([O-])([O-])=O.[Cs+].[Cs+]. Given the product [OH:21][C:22]1[CH:27]=[CH:26][CH:25]=[CH:24][C:23]=1[C:13]1[CH:14]=[CH:15][C:10]([N:8]2[CH:9]=[C:5]([NH:4][C:2]([NH2:1])=[O:3])[C:6]([C:18]([NH2:20])=[O:19])=[N:7]2)=[CH:11][C:12]=1[CH3:17], predict the reactants needed to synthesize it. (4) Given the product [NH2:3][C:4]1[CH:12]=[C:11]([Cl:13])[C:10]([Br:1])=[CH:9][C:5]=1[C:6]([OH:8])=[O:7], predict the reactants needed to synthesize it. The reactants are: [Br:1]Br.[NH2:3][C:4]1[CH:12]=[C:11]([Cl:13])[CH:10]=[CH:9][C:5]=1[C:6]([OH:8])=[O:7]. (5) Given the product [CH:35]1([C:41]([C:2]2[CH:22]=[C:21]([CH3:23])[CH:20]=[CH:19][C:3]=2[O:4][C:5]2[C:14]3[C:9](=[CH:10][C:11]([O:17][CH3:18])=[C:12]([O:15][CH3:16])[CH:13]=3)[N:8]=[CH:7][CH:6]=2)=[O:42])[CH2:40][CH2:39][CH2:38][CH2:37][CH2:36]1, predict the reactants needed to synthesize it. The reactants are: Br[C:2]1[CH:22]=[C:21]([CH3:23])[CH:20]=[CH:19][C:3]=1[O:4][C:5]1[C:14]2[C:9](=[CH:10][C:11]([O:17][CH3:18])=[C:12]([O:15][CH3:16])[CH:13]=2)[N:8]=[CH:7][CH:6]=1.C([Li])CCC.CCCCCC.[CH:35]1([C:41](Cl)=[O:42])[CH2:40][CH2:39][CH2:38][CH2:37][CH2:36]1.O. (6) Given the product [CH:31]1([CH2:30][O:29][C:22]2[CH:23]=[C:24]([F:28])[C:25]([CH3:27])=[CH:26][C:21]=2[C:20]2[C:15]3[NH:14][C:13]([CH3:34])=[C:12]([C:10]([NH:9][C@H:6]4[CH2:7][CH2:8][C@@H:3]([NH:2][C:38](=[O:39])[CH2:37][O:36][CH3:35])[CH2:4][CH2:5]4)=[O:11])[C:16]=3[N:17]=[CH:18][N:19]=2)[CH2:32][CH2:33]1, predict the reactants needed to synthesize it. The reactants are: Cl.[NH2:2][C@@H:3]1[CH2:8][CH2:7][C@H:6]([NH:9][C:10]([C:12]2[C:16]3[N:17]=[CH:18][N:19]=[C:20]([C:21]4[CH:26]=[C:25]([CH3:27])[C:24]([F:28])=[CH:23][C:22]=4[O:29][CH2:30][CH:31]4[CH2:33][CH2:32]4)[C:15]=3[NH:14][C:13]=2[CH3:34])=[O:11])[CH2:5][CH2:4]1.[CH3:35][O:36][CH2:37][C:38](Cl)=[O:39]. (7) Given the product [CH3:18][CH:7]([CH2:8][CH:9]1[CH2:14][CH:13]([CH3:15])[CH2:12][C:11]([CH3:16])([CH3:17])[CH2:10]1)[CH2:6][CH2:5][OH:4], predict the reactants needed to synthesize it. The reactants are: C([O:4][CH2:5][CH2:6][CH:7]([CH3:18])[CH2:8][CH:9]1[CH2:14][CH:13]([CH3:15])[CH2:12][C:11]([CH3:17])([CH3:16])[CH2:10]1)(=O)C.[OH-].[Na+].